The task is: Predict the reactants needed to synthesize the given product.. This data is from Retrosynthesis with 50K atom-mapped reactions and 10 reaction types from USPTO. Given the product COc1cc(-c2ccc3nc(NC(=O)c4ccc(CN5CCCCC5)cc4)nn3c2)ccc1O, predict the reactants needed to synthesize it. The reactants are: COc1cc(-c2ccc3nc(NC(=O)c4ccc(CN5CCCCC5)cc4)nn3c2)ccc1OCc1ccccc1.